This data is from Full USPTO retrosynthesis dataset with 1.9M reactions from patents (1976-2016). The task is: Predict the reactants needed to synthesize the given product. (1) The reactants are: [H-].[Na+].[Si:3]([O:20][CH2:21][CH2:22][O:23][CH2:24][C@H:25]([OH:30])[C:26]([O:28][CH3:29])=[O:27])([C:16]([CH3:19])([CH3:18])[CH3:17])([C:10]1[CH:15]=[CH:14][CH:13]=[CH:12][CH:11]=1)[C:4]1[CH:9]=[CH:8][CH:7]=[CH:6][CH:5]=1.Cl[C:32]1[N:37]=[CH:36][N:35]=[C:34]2[N:38]([C:41]3[CH:46]=[CH:45][CH:44]=[C:43]([Cl:47])[C:42]=3[Cl:48])[N:39]=[CH:40][C:33]=12.C(O)(=O)CC(CC(O)=O)(C(O)=O)O.C(OC)(=O)C1OC1. Given the product [Si:3]([O:20][CH2:21][CH2:22][O:23][CH2:24][C@H:25]([O:30][C:32]1[N:37]=[CH:36][N:35]=[C:34]2[N:38]([C:41]3[CH:46]=[CH:45][CH:44]=[C:43]([Cl:47])[C:42]=3[Cl:48])[N:39]=[CH:40][C:33]=12)[C:26]([O:28][CH3:29])=[O:27])([C:16]([CH3:19])([CH3:18])[CH3:17])([C:10]1[CH:15]=[CH:14][CH:13]=[CH:12][CH:11]=1)[C:4]1[CH:5]=[CH:6][CH:7]=[CH:8][CH:9]=1, predict the reactants needed to synthesize it. (2) Given the product [F:21][C:22]1[CH:23]=[C:24]2[C:25](=[CH:26][CH:27]=1)[C:28]1[C:29](=[C:30]3[C:35](=[CH:36][CH:37]=1)[CH:34]=[C:33]([O:38][S:39]([CH3:42])(=[O:40])=[O:41])[CH:32]=[CH:31]3)[CH:43]([C:44]1[CH:45]=[CH:46][C:47]([O:50][CH2:51][CH2:52][N:53]3[CH2:58][CH2:57][CH2:56][CH2:55][CH2:54]3)=[CH:48][CH:49]=1)[S:60]2, predict the reactants needed to synthesize it. The reactants are: C1(C(C2C=CC=CC=2)([C@@H]2CCCN2)O)C=CC=CC=1.B.[F:21][C:22]1[CH:27]=[CH:26][C:25]([C:28]2[C:29]([C:43](=O)[C:44]3[CH:49]=[CH:48][C:47]([O:50][CH2:51][CH2:52][N:53]4[CH2:58][CH2:57][CH2:56][CH2:55][CH2:54]4)=[CH:46][CH:45]=3)=[C:30]3[C:35](=[CH:36][CH:37]=2)[CH:34]=[C:33]([O:38][S:39]([CH3:42])(=[O:41])=[O:40])[CH:32]=[CH:31]3)=[C:24]([S:60]C)[CH:23]=1.C(CN)O.[Cl-].[NH4+].C(N(CC)CC)C.CS(Cl)(=O)=O.C(=O)(O)[O-].[Na+]. (3) Given the product [NH2:1][C:4]1[CH:9]=[CH:8][C:7]([CH2:10][C:11]([NH:13][CH2:14][CH:15]2[CH2:23][N:22]([CH2:24][C:25]([OH:27])=[O:26])[CH2:21][CH2:20][N:19]([CH2:28][C:29]([OH:31])=[O:30])[CH2:18][CH2:17][N:16]2[CH2:32][C:33]([OH:35])=[O:34])=[O:12])=[CH:6][CH:5]=1, predict the reactants needed to synthesize it. The reactants are: [N+:1]([C:4]1[CH:9]=[CH:8][C:7]([CH2:10][C:11]([NH:13][CH2:14][CH:15]2[CH2:23][N:22]([CH2:24][C:25]([OH:27])=[O:26])[CH2:21][CH2:20][N:19]([CH2:28][C:29]([OH:31])=[O:30])[CH2:18][CH2:17][N:16]2[CH2:32][C:33]([OH:35])=[O:34])=[O:12])=[CH:6][CH:5]=1)([O-])=O. (4) Given the product [F:1][C:2]1[CH:3]=[CH:4][CH:5]=[C:6]2[C:10]=1[N:9]([C:37]#[C:36][Si:29]([CH:26]([CH3:28])[CH3:27])([CH:33]([CH3:35])[CH3:34])[CH:30]([CH3:32])[CH3:31])[N:8]=[C:7]2[CH:11]([CH3:13])[CH3:12], predict the reactants needed to synthesize it. The reactants are: [F:1][C:2]1[CH:3]=[CH:4][CH:5]=[C:6]2[C:10]=1[NH:9][N:8]=[C:7]2[CH:11]([CH3:13])[CH3:12].C(=O)([O-])[O-].[Na+].[Na+].N1C=CC=CC=1.[CH:26]([Si:29]([C:36]#[CH:37])([CH:33]([CH3:35])[CH3:34])[CH:30]([CH3:32])[CH3:31])([CH3:28])[CH3:27]. (5) Given the product [CH3:1][O:2][CH2:3][C:4]([C:17]1[CH:18]=[CH:19][CH:20]=[C:15]([O:14][CH:9]2[CH2:10][CH2:11][CH2:12][CH2:13][O:8]2)[CH:16]=1)=[O:5], predict the reactants needed to synthesize it. The reactants are: [CH3:1][O:2][CH2:3][C:4](OC)=[O:5].[O:8]1[CH2:13][CH2:12][CH2:11][CH2:10][CH:9]1[O:14][C:15]1[CH:16]=[C:17]([Mg]Br)[CH:18]=[CH:19][CH:20]=1.O. (6) Given the product [CH3:22][CH:13]([O:12][C:11]1[CH:23]=[CH:24][C:8]([C:4]2[CH:5]=[CH:6][C:7]([NH:27][C:25](=[O:34])[CH3:26])=[CH:2][CH:3]=2)=[CH:9][CH:10]=1)[CH2:14][NH:15][S:16]([CH:19]([CH3:21])[CH3:20])(=[O:18])=[O:17], predict the reactants needed to synthesize it. The reactants are: N[C:2]1[CH:3]=[C:4]([C:8]2[CH:24]=[CH:23][C:11]([O:12][CH:13]([CH3:22])[CH2:14][NH:15][S:16]([CH:19]([CH3:21])[CH3:20])(=[O:18])=[O:17])=[CH:10][CH:9]=2)[CH:5]=[CH:6][CH:7]=1.[CH2:25]([N:27](CC)CC)[CH3:26].C(Cl)(=[O:34])C. (7) Given the product [NH2:1][CH:2]1[C:13]2=[C:14]3[C:9](=[CH:10][CH:11]=[CH:12]2)[C:8](=[O:15])[NH:7][CH:6]([C:16]2[CH:21]=[CH:20][C:19]([O:22][CH3:23])=[C:18]([N+:24]([O-:26])=[O:25])[CH:17]=2)[N:5]3[CH2:4][CH2:3]1, predict the reactants needed to synthesize it. The reactants are: [NH2:1][C@@H:2]1[C:13]2=[C:14]3[C:9](=[CH:10][CH:11]=[CH:12]2)[C:8](=[O:15])[NH:7][C@H:6]([C:16]2[CH:21]=[CH:20][C:19]([O:22][CH3:23])=[C:18]([N+:24]([O-:26])=[O:25])[CH:17]=2)[N:5]3[CH2:4][CH2:3]1.N[C@H]1C2=C3C(=CC=C2)C(=O)N[C@@H](C2C=CC(OC)=C([N+]([O-])=O)C=2)N3CC1.N[C@H]1C2=C3C(=CC=C2)C(=O)N[C@H](C2C=CC(OC)=C([N+]([O-])=O)C=2)N3CC1.N[C@@H]1C2=C3C(=CC=C2)C(=O)N[C@@H](C2C=CC(OC)=C([N+]([O-])=O)C=2)N3CC1.